This data is from NCI-60 drug combinations with 297,098 pairs across 59 cell lines. The task is: Regression. Given two drug SMILES strings and cell line genomic features, predict the synergy score measuring deviation from expected non-interaction effect. (1) Drug 1: CN(C(=O)NC(C=O)C(C(C(CO)O)O)O)N=O. Drug 2: C1CNP(=O)(OC1)N(CCCl)CCCl. Cell line: SF-539. Synergy scores: CSS=0.682, Synergy_ZIP=-1.33, Synergy_Bliss=-1.49, Synergy_Loewe=-3.50, Synergy_HSA=-2.80. (2) Drug 1: CC1=C(C=C(C=C1)C(=O)NC2=CC(=CC(=C2)C(F)(F)F)N3C=C(N=C3)C)NC4=NC=CC(=N4)C5=CN=CC=C5. Drug 2: CC1=C2C(C(=O)C3(C(CC4C(C3C(C(C2(C)C)(CC1OC(=O)C(C(C5=CC=CC=C5)NC(=O)OC(C)(C)C)O)O)OC(=O)C6=CC=CC=C6)(CO4)OC(=O)C)O)C)O. Cell line: KM12. Synergy scores: CSS=41.6, Synergy_ZIP=15.2, Synergy_Bliss=16.4, Synergy_Loewe=15.1, Synergy_HSA=15.9.